This data is from Forward reaction prediction with 1.9M reactions from USPTO patents (1976-2016). The task is: Predict the product of the given reaction. (1) Given the reactants [ClH:1].C([O:9][C:10]1[CH:11]=[C:12]([CH:38]=[C:39]([F:41])[CH:40]=1)[CH2:13][C@H:14]([NH:34][C:35](=[O:37])[CH3:36])[C@H:15]([OH:33])[CH2:16][NH:17][C:18]1([C:24]2[CH:29]=[CH:28][CH:27]=[C:26]([CH:30]([CH3:32])[CH3:31])[CH:25]=2)[CH2:23][CH2:22][CH2:21][CH2:20][CH2:19]1)C1C=CC=CC=1.[H][H].Cl, predict the reaction product. The product is: [ClH:1].[OH:9][C:10]1[CH:11]=[C:12]([CH:38]=[C:39]([F:41])[CH:40]=1)[CH2:13][C@H:14]([NH:34][C:35](=[O:37])[CH3:36])[C@H:15]([OH:33])[CH2:16][NH:17][C:18]1([C:24]2[CH:29]=[CH:28][CH:27]=[C:26]([CH:30]([CH3:32])[CH3:31])[CH:25]=2)[CH2:23][CH2:22][CH2:21][CH2:20][CH2:19]1. (2) Given the reactants [C:1](#[N:3])[CH3:2].[Li+].C[Si]([N-][Si](C)(C)C)(C)C.[CH3:14][C:15]([CH3:22])([CH3:21])[CH2:16][C:17](OC)=[O:18].C([O-])(O)=O.[Na+], predict the reaction product. The product is: [CH3:14][C:15]([CH3:22])([CH3:21])[CH2:16][C:17](=[O:18])[CH2:2][C:1]#[N:3]. (3) Given the reactants [N+:1]([O-:4])(O)=[O:2].[CH3:5][C:6]1[C:15]2[C:10](=[CH:11][C:12]([CH3:16])=[CH:13][CH:14]=2)[CH:9]=[CH:8][CH:7]=1, predict the reaction product. The product is: [CH3:5][C:6]1[C:15]2[C:10](=[CH:11][C:12]([CH3:16])=[CH:13][CH:14]=2)[C:9]([N+:1]([O-:4])=[O:2])=[CH:8][CH:7]=1.